This data is from Forward reaction prediction with 1.9M reactions from USPTO patents (1976-2016). The task is: Predict the product of the given reaction. (1) The product is: [N:1]1([C:6]2[S:7][CH:8]=[CH:9][C:10]=2[NH:11][C:21](=[O:22])[CH2:20][C:17]2[CH:18]=[CH:19][C:14]([O:13][CH3:12])=[CH:15][CH:16]=2)[CH:5]=[CH:4][CH:3]=[N:2]1. Given the reactants [N:1]1([C:6]2[S:7][CH:8]=[CH:9][C:10]=2[NH2:11])[CH:5]=[CH:4][CH:3]=[N:2]1.[CH3:12][O:13][C:14]1[CH:19]=[CH:18][C:17]([CH2:20][C:21](O)=[O:22])=[CH:16][CH:15]=1, predict the reaction product. (2) Given the reactants Br[C:2]1[CH:7]=[CH:6][C:5]([CH3:8])=[C:4]([CH3:9])[CH:3]=1.[Li]C(CC)C.C1CCCCC1.[F:21][C:22]1[CH:23]=[C:24]([CH:27]=[CH:28][C:29]=1[C@@H:30]1[N:34]2[CH:35]=[N:36][CH:37]=[C:33]2[C:32](=[O:38])[CH2:31]1)[C:25]#[N:26], predict the reaction product. The product is: [CH3:9][C:4]1[CH:3]=[C:2]([C@:32]2([OH:38])[C:33]3[N:34]([CH:35]=[N:36][CH:37]=3)[C@@H:30]([C:29]3[CH:28]=[CH:27][C:24]([C:25]#[N:26])=[CH:23][C:22]=3[F:21])[CH2:31]2)[CH:7]=[CH:6][C:5]=1[CH3:8]. (3) Given the reactants [CH2:1]([N:4]1[C:8]([C:9](OC)=[O:10])=[CH:7][C:6]([O:13][CH2:14][C:15]2[CH:24]=[CH:23][C:22]3[C:17](=[CH:18][CH:19]=[CH:20][CH:21]=3)[N:16]=2)=[N:5]1)[CH2:2][CH3:3].[H-].[Al+3].[Li+].[H-].[H-].[H-].C(O)C.O, predict the reaction product. The product is: [CH2:1]([N:4]1[C:8]([CH2:9][OH:10])=[CH:7][C:6]([O:13][CH2:14][C:15]2[CH:24]=[CH:23][C:22]3[C:17](=[CH:18][CH:19]=[CH:20][CH:21]=3)[N:16]=2)=[N:5]1)[CH2:2][CH3:3]. (4) Given the reactants [NH2:1][C:2]1[CH:14]=[CH:13][C:12]2[C:11]3[C:6](=[CH:7][CH:8]=[CH:9][CH:10]=3)[C:5]3([C:26]4[CH:25]=[CH:24][CH:23]=[CH:22][C:21]=4[C:20]4[C:15]3=[CH:16][CH:17]=[CH:18][CH:19]=4)[C:4]=2[C:3]=1N.I[C:29]1[CH:34]=[CH:33][C:32]([CH3:35])=[CH:31][CH:30]=1.[CH3:36][C:37]([CH3:40])([O-])[CH3:38].[Na+].[C:51](P([C:51]([CH3:54])([CH3:53])[CH3:52])[C:51]([CH3:54])([CH3:53])[CH3:52])([CH3:54])([CH3:53])[CH3:52], predict the reaction product. The product is: [CH3:35][C:32]1[CH:33]=[CH:34][C:29]([N:1]([C:17]2[CH:18]=[CH:19][C:20]3[C:21]4[C:26]([C:5]5([C:4]6[CH:3]=[C:2]([N:1]([C:12]7[CH:4]=[CH:53][C:51]([CH3:52])=[CH:54][CH:13]=7)[C:9]7[CH:8]=[CH:7][C:6]([CH3:5])=[CH:11][CH:10]=7)[CH:14]=[CH:13][C:12]=6[C:11]6[C:6]5=[CH:7][CH:8]=[CH:9][CH:10]=6)[C:15]=3[CH:16]=2)=[CH:25][CH:24]=[CH:23][CH:22]=4)[C:2]2[CH:14]=[CH:38][C:37]([CH3:40])=[CH:36][CH:3]=2)=[CH:30][CH:31]=1. (5) Given the reactants [Cl:1][C:2]1[C:7]([F:8])=[CH:6][CH:5]=[C:4]([F:9])[C:3]=1[C:10]1[C:19](=[O:20])[NH:18][C:13]2=[N:14][CH:15]=[CH:16][N:17]=[C:12]2[C:11]=1[OH:21].[CH3:22][C:23]([CH3:28])([CH3:27])[C:24](Cl)=[O:25].N1C=CC=CC=1, predict the reaction product. The product is: [Cl:1][C:2]1[C:7]([F:8])=[CH:6][CH:5]=[C:4]([F:9])[C:3]=1[C:10]1[C:19](=[O:20])[NH:18][C:13]2=[N:14][CH:15]=[CH:16][N:17]=[C:12]2[C:11]=1[O:21][C:24](=[O:25])[C:23]([CH3:28])([CH3:27])[CH3:22].